Dataset: Full USPTO retrosynthesis dataset with 1.9M reactions from patents (1976-2016). Task: Predict the reactants needed to synthesize the given product. (1) The reactants are: CC1(C)C(C)(C)OB([C:9]2[C:10]3([CH2:15][CH2:16][CH2:17][CH:18]=2)[O:14][CH2:13][CH2:12][O:11]3)O1.Br[C:21]1[CH:26]=[C:25]([Cl:27])[N:24]=[N:23][C:22]=1[NH2:28].C(=O)([O-])[O-].[Cs+].[Cs+].O1CCOCC1. Given the product [Cl:27][C:25]1[N:24]=[N:23][C:22]([NH2:28])=[C:21]([C:9]2[C:10]3([CH2:15][CH2:16][CH2:17][CH:18]=2)[O:11][CH2:12][CH2:13][O:14]3)[CH:26]=1, predict the reactants needed to synthesize it. (2) The reactants are: [Li+].C[Si]([N-][Si](C)(C)C)(C)C.[CH3:11][O:12][C:13]1[CH:25]=[C:24]([O:26][CH3:27])[CH:23]=[CH:22][C:14]=1[CH2:15][NH:16][C:17]1[S:21][N:20]=[CH:19][N:18]=1.[Br:28][C:29]1[C:30]([S:39](Cl)(=[O:41])=[O:40])=[CH:31][C:32]2[O:36][C:35](=[O:37])[NH:34][C:33]=2[CH:38]=1. Given the product [Br:28][C:29]1[C:30]([S:39]([N:16]([CH2:15][C:14]2[CH:22]=[CH:23][C:24]([O:26][CH3:27])=[CH:25][C:13]=2[O:12][CH3:11])[C:17]2[S:21][N:20]=[CH:19][N:18]=2)(=[O:40])=[O:41])=[CH:31][C:32]2[O:36][C:35](=[O:37])[NH:34][C:33]=2[CH:38]=1, predict the reactants needed to synthesize it. (3) Given the product [NH:26]1[C:27]2[C:23](=[CH:22][CH:21]=[C:20]([NH:19][C:2]3[N:7]=[C:6]([N:10]4[CH2:18][CH2:17][CH2:16][CH:12]([C:13]([NH2:15])=[O:14])[CH2:11]4)[C:5]([F:9])=[CH:4][N:3]=3)[CH:28]=2)[CH:24]=[N:25]1, predict the reactants needed to synthesize it. The reactants are: Cl[C:2]1[N:7]=[C:6](Cl)[C:5]([F:9])=[CH:4][N:3]=1.[NH:10]1[CH2:18][CH2:17][CH2:16][CH:12]([C:13]([NH2:15])=[O:14])[CH2:11]1.[NH2:19][C:20]1[CH:28]=[C:27]2[C:23]([CH:24]=[N:25][NH:26]2)=[CH:22][CH:21]=1.C(O)CCC. (4) Given the product [CH:1]([C:10]1=[CH:11][C:12]([O:14][C:9]1=[O:15])=[O:13])=[CH:2][C:3]1[CH:8]=[CH:7][CH:6]=[CH:5][CH:4]=1, predict the reactants needed to synthesize it. The reactants are: [CH2:1]=[CH:2][C:3]1[CH:8]=[CH:7][CH:6]=[CH:5][CH:4]=1.[C:9]1(=[O:15])[O:14][C:12](=[O:13])[CH:11]=[CH:10]1.C(OOC1(OOC(C)(C)C)CCCCC1)(C)(C)C.C(S)CCCCCCCCCCC. (5) Given the product [NH2:17][C:3]1[CH:4]=[C:5]([C:8]2[CH:13]=[CH:12][C:11]([C:14]#[N:15])=[C:10]([F:16])[CH:9]=2)[CH:6]=[CH:7][C:2]=1[NH2:1], predict the reactants needed to synthesize it. The reactants are: [NH2:1][C:2]1[CH:7]=[CH:6][C:5]([C:8]2[CH:13]=[CH:12][C:11]([C:14]#[N:15])=[C:10]([F:16])[CH:9]=2)=[CH:4][C:3]=1[N+:17]([O-])=O.[Cl-].[NH4+]. (6) Given the product [N+:1]([C:4]1[N:5]=[N:6][N:7]([B-:10]([N:6]2[N:7]=[N:8][C:4]([N+:1]([O-:3])=[O:2])=[N:5]2)([N:6]2[N:7]=[N:8][C:4]([N+:1]([O-:3])=[O:2])=[N:5]2)[N:9]2[N:7]=[N:8][C:4]([N+:1]([O-:3])=[O:2])=[N:5]2)[N:8]=1)([O-:3])=[O:2].[NH4+:1], predict the reactants needed to synthesize it. The reactants are: [N+:1]([C:4]1[N:5]=[N:6][NH:7][N:8]=1)([O-:3])=[O:2].[NH3:9].[BH3:10].[H][H]. (7) Given the product [C:1]([C:3]([CH3:35])([CH2:28][C:29]1[CH:34]=[CH:33][CH:32]=[CH:31][CH:30]=1)[CH2:4][NH:5][C:6]([C:8]1[C:12]([NH:13][C:14]([C:16]2[CH:21]=[CH:20][CH:19]=[CH:18][N:17]=2)=[O:15])=[CH:11][NH:10][N:9]=1)=[O:7])#[N:2], predict the reactants needed to synthesize it. The reactants are: [C:1]([C:3]([CH3:35])([CH2:28][C:29]1[CH:34]=[CH:33][CH:32]=[CH:31][CH:30]=1)[CH2:4][NH:5][C:6]([C:8]1[C:12]([NH:13][C:14]([C:16]2[CH:21]=[CH:20][CH:19]=[CH:18][N:17]=2)=[O:15])=[CH:11][N:10](C2CCCCO2)[N:9]=1)=[O:7])#[N:2].O.C1(C)C=CC(S(O)(=O)=O)=CC=1.